This data is from Full USPTO retrosynthesis dataset with 1.9M reactions from patents (1976-2016). The task is: Predict the reactants needed to synthesize the given product. (1) Given the product [Cl:14][C:9]1[CH:10]=[C:11]([O:12][CH3:13])[C:6]([NH:5][CH2:31][C:30]2[CH:33]=[CH:34][C:35]([O:37][CH3:38])=[CH:36][C:29]=2[O:28][CH3:27])=[C:7]([CH:15]([C:17]2[CH:22]=[CH:21][CH:20]=[C:19]([O:23][CH3:24])[C:18]=2[O:25][CH3:26])[OH:16])[CH:8]=1, predict the reactants needed to synthesize it. The reactants are: C(O)(=O)C.[NH2:5][C:6]1[C:11]([O:12][CH3:13])=[CH:10][C:9]([Cl:14])=[CH:8][C:7]=1[CH:15]([C:17]1[CH:22]=[CH:21][CH:20]=[C:19]([O:23][CH3:24])[C:18]=1[O:25][CH3:26])[OH:16].[CH3:27][O:28][C:29]1[CH:36]=[C:35]([O:37][CH3:38])[CH:34]=[CH:33][C:30]=1[CH:31]=O.[BH4-].[Na+]. (2) The reactants are: C[O:2][C:3](=[O:33])[CH2:4][O:5][C:6]1[CH:14]=[CH:13][C:12]([S:15][CH2:16][C:17]2[CH:22]=[CH:21][C:20]([O:23][CH2:24][C:25]3[CH:30]=[CH:29][C:28]([Cl:31])=[CH:27][C:26]=3[Cl:32])=[CH:19][CH:18]=2)=[C:11]2[C:7]=1[CH2:8][CH2:9][CH2:10]2.[K+].[Br-]. Given the product [Cl:32][C:26]1[CH:27]=[C:28]([Cl:31])[CH:29]=[CH:30][C:25]=1[CH2:24][O:23][C:20]1[CH:19]=[CH:18][C:17]([CH2:16][S:15][C:12]2[CH:13]=[CH:14][C:6]([O:5][CH2:4][C:3]([OH:33])=[O:2])=[C:7]3[C:11]=2[CH2:10][CH2:9][CH2:8]3)=[CH:22][CH:21]=1, predict the reactants needed to synthesize it.